From a dataset of HIV replication inhibition screening data with 41,000+ compounds from the AIDS Antiviral Screen. Binary Classification. Given a drug SMILES string, predict its activity (active/inactive) in a high-throughput screening assay against a specified biological target. (1) The compound is CN(C)C=O.Oc1nc(O)c2nc3c(nc2n1)-c1cccc2cccc-3c12. The result is 0 (inactive). (2) The molecule is CCN(CC)CC(=O)Nc1cc(C)ccc1Cl. The result is 0 (inactive). (3) The result is 0 (inactive). The compound is CCN(CCN(CC)C(=O)Nc1ccccc1)C(=O)Nc1ccccc1. (4) The molecule is OCC1OC(Nc2cccc3c(O)ncnc23)C(O)C1O.[NaH]. The result is 0 (inactive). (5) The molecule is CC(=O)C(=N)NCc1ccccc1. The result is 0 (inactive). (6) The compound is Cc1ccc2c(c1)C(=O)CC1CC(=O)c3ccccc3C21. The result is 0 (inactive). (7) The compound is CC(O)CS(=O)(=O)O. The result is 0 (inactive). (8) The molecule is Cc1cn(CC2=NCC(C)(C)N2)c(=O)[nH]c1=O.Cl. The result is 0 (inactive).